From a dataset of Forward reaction prediction with 1.9M reactions from USPTO patents (1976-2016). Predict the product of the given reaction. (1) Given the reactants O[N:2]1C2C=CC=CC=2N=N1.CCN=C=NCCCN(C)C.Cl.Cl.C(N(CC)C(C)C)(C)C.[C:33]([O:37][C:38]([N:40]1[CH2:45][CH2:44][CH2:43][CH:42]([C:46]2[CH:51]=[CH:50][C:49]([NH:52][C:53]3[N:58]=[C:57]([CH2:59][CH2:60][C:61]4[C:66]([CH2:67][C:68](O)=[O:69])=[CH:65][CH:64]=[CH:63][N:62]=4)[C:56]([C:71]([F:74])([F:73])[F:72])=[CH:55][N:54]=3)=[CH:48][CH:47]=2)[CH2:41]1)=[O:39])([CH3:36])([CH3:35])[CH3:34].C(=O)([O-])[O-].[NH4+].[NH4+], predict the reaction product. The product is: [NH2:2][C:68](=[O:69])[CH2:67][C:66]1[C:61]([CH2:60][CH2:59][C:57]2[C:56]([C:71]([F:73])([F:74])[F:72])=[CH:55][N:54]=[C:53]([NH:52][C:49]3[CH:48]=[CH:47][C:46]([CH:42]4[CH2:43][CH2:44][CH2:45][N:40]([C:38]([O:37][C:33]([CH3:35])([CH3:34])[CH3:36])=[O:39])[CH2:41]4)=[CH:51][CH:50]=3)[N:58]=2)=[N:62][CH:63]=[CH:64][CH:65]=1. (2) Given the reactants C[NH+]1CCOCC1.[NH2:8][C:9]1[C:14]([C:15]#[N:16])=[C:13]([C:17]2[CH:25]=[CH:24][C:20]([C:21]([O-:23])=[O:22])=[CH:19][CH:18]=2)[C:12]([C:26]#[N:27])=[C:11]([SH:28])[N:10]=1.Br[CH2:30][C:31]([NH2:33])=[O:32].C([O-])(O)=O.[Na+], predict the reaction product. The product is: [NH2:8][C:9]1[C:14]([C:15]#[N:16])=[C:13]([C:17]2[CH:25]=[CH:24][C:20]([C:21]([OH:23])=[O:22])=[CH:19][CH:18]=2)[C:12]([C:26]#[N:27])=[C:11]([S:28][CH2:30][C:31]([NH2:33])=[O:32])[N:10]=1. (3) Given the reactants [CH:1]([C:4]1[CH:9]=[CH:8][C:7]([C:10]2[N:14]3[CH:15]=[N:16][C:17]4[N:21]([S:22]([C:25]5[CH:31]=[CH:30][C:28]([CH3:29])=[CH:27][CH:26]=5)(=[O:24])=[O:23])[CH:20]=[CH:19][C:18]=4[C:13]3=[C:12]([CH:32]3[CH2:37][CH2:36][CH2:35][NH:34][CH2:33]3)[N:11]=2)=[CH:6][CH:5]=1)([CH3:3])[CH3:2].[C:38](OC(=O)C)(=[O:40])[CH3:39], predict the reaction product. The product is: [CH:1]([C:4]1[CH:9]=[CH:8][C:7]([C:10]2[N:14]3[CH:15]=[N:16][C:17]4[N:21]([S:22]([C:25]5[CH:26]=[CH:27][C:28]([CH3:29])=[CH:30][CH:31]=5)(=[O:24])=[O:23])[CH:20]=[CH:19][C:18]=4[C:13]3=[C:12]([CH:32]3[CH2:37][CH2:36][CH2:35][N:34]([C:38](=[O:40])[CH3:39])[CH2:33]3)[N:11]=2)=[CH:6][CH:5]=1)([CH3:3])[CH3:2]. (4) Given the reactants [CH:1]([N:14]1[CH2:17][CH:16]([OH:18])[CH2:15]1)([C:8]1[CH:13]=[CH:12][CH:11]=[CH:10][CH:9]=1)[C:2]1[CH:7]=[CH:6][CH:5]=[CH:4][CH:3]=1.[F:19][C:20]([F:38])([F:37])[C:21]1[CH:36]=[CH:35][CH:34]=[CH:33][C:22]=1[CH:23](O)[C:24]1[CH:29]=[CH:28][C:27]([S:30][CH3:31])=[CH:26][CH:25]=1.C(N1CC(OC(C2C=CC(Cl)=CC=2)C2C=CC(Cl)=CC=2Cl)C1)(C1C=CC=CC=1)C1C=CC=CC=1, predict the reaction product. The product is: [CH:1]([N:14]1[CH2:17][CH:16]([O:18][CH:23]([C:24]2[CH:25]=[CH:26][C:27]([S:30][CH3:31])=[CH:28][CH:29]=2)[C:22]2[CH:33]=[CH:34][CH:35]=[CH:36][C:21]=2[C:20]([F:38])([F:37])[F:19])[CH2:15]1)([C:8]1[CH:13]=[CH:12][CH:11]=[CH:10][CH:9]=1)[C:2]1[CH:3]=[CH:4][CH:5]=[CH:6][CH:7]=1. (5) Given the reactants [Cl:1][C:2]1[S:3][C:4]([CH:7]2[CH2:11][CH2:10][C:9]([NH:12][CH3:13])=[N:8]2)=[CH:5][N:6]=1.[C:14]1([CH:20]([C:33]([O:35]C2C(Cl)=CC(Cl)=CC=2Cl)=O)[C:21]([O:23]C2C(Cl)=CC(Cl)=CC=2Cl)=O)[CH:19]=[CH:18][CH:17]=[CH:16][CH:15]=1, predict the reaction product. The product is: [Cl:1][C:2]1[S:3][C:4]([CH:7]2[N+:8]3[C:33](=[O:35])[CH:20]([C:14]4[CH:15]=[CH:16][CH:17]=[CH:18][CH:19]=4)[CH:21]([O-:23])[N:12]([CH3:13])[C:9]=3[CH2:10][CH2:11]2)=[CH:5][N:6]=1. (6) The product is: [CH3:1][O:2][C:3]([C:5]1([CH3:12])[CH2:6][CH2:7][CH2:8][CH:9]([N:17]=[N+:18]=[N-:19])[CH:11]1[OH:10])=[O:4]. Given the reactants [CH3:1][O:2][C:3]([C:5]1([CH3:12])[C@@H:11]2[C@@H:9]([O:10]2)[CH2:8][CH2:7][CH2:6]1)=[O:4].CO.[NH4+].[Cl-].[N-:17]=[N+:18]=[N-:19].[Na+], predict the reaction product.